This data is from Full USPTO retrosynthesis dataset with 1.9M reactions from patents (1976-2016). The task is: Predict the reactants needed to synthesize the given product. (1) Given the product [F:10][C:11]1[CH:16]=[CH:15][C:14]([N+:17]([O-:19])=[O:18])=[CH:13][C:12]=1[C:2]1[C:7]([C:8]#[N:9])=[CH:6][N:5]=[CH:4][CH:3]=1, predict the reactants needed to synthesize it. The reactants are: Br[C:2]1[C:7]([C:8]#[N:9])=[CH:6][N:5]=[CH:4][CH:3]=1.[F:10][C:11]1[CH:16]=[CH:15][C:14]([N+:17]([O-:19])=[O:18])=[CH:13][C:12]=1B1OC(C)(C)C(C)(C)O1.[F-].[K+].C(P(C(C)(C)C)C(C)(C)C)(C)(C)C. (2) Given the product [I-:19].[CH2:20]([N+:11]1[CH:12]=[C:7]([C:1]2[CH:2]=[CH:3][CH:4]=[CH:5][CH:6]=2)[CH:8]=[C:9]([N:13]2[CH2:18][CH2:17][O:16][CH2:15][CH2:14]2)[N:10]=1)[CH2:21][CH2:22][CH3:23], predict the reactants needed to synthesize it. The reactants are: [C:1]1([C:7]2[CH:8]=[C:9]([N:13]3[CH2:18][CH2:17][O:16][CH2:15][CH2:14]3)[N:10]=[N:11][CH:12]=2)[CH:6]=[CH:5][CH:4]=[CH:3][CH:2]=1.[I:19][CH2:20][CH2:21][CH2:22][CH3:23]. (3) Given the product [CH2:25]([O:32][C:33]1[CH:41]=[CH:40][C:36]([C:37]([N:3]([O:2][CH3:1])[CH3:4])=[O:39])=[C:35]([F:42])[CH:34]=1)[C:26]1[CH:27]=[CH:28][CH:29]=[CH:30][CH:31]=1, predict the reactants needed to synthesize it. The reactants are: [CH3:1][O:2][N:3](C)[C:4](=O)C1C=CC(OCC2N(C)C3C=CC=CC=3N=2)=CC=1.[CH2:25]([O:32][C:33]1[CH:41]=[CH:40][C:36]([C:37]([OH:39])=O)=[C:35]([F:42])[CH:34]=1)[C:26]1[CH:31]=[CH:30][CH:29]=[CH:28][CH:27]=1. (4) Given the product [CH2:15]([NH:22][CH2:2][C:3]1[CH:8]=[CH:7][CH:6]=[C:5]([C:9]2[N:13]=[C:12]([CH3:14])[O:11][N:10]=2)[CH:4]=1)[C:16]1[CH:21]=[CH:20][CH:19]=[CH:18][CH:17]=1, predict the reactants needed to synthesize it. The reactants are: Br[CH2:2][C:3]1[CH:4]=[C:5]([C:9]2[N:13]=[C:12]([CH3:14])[O:11][N:10]=2)[CH:6]=[CH:7][CH:8]=1.[CH2:15]([NH:22]C(=O)OC(C)(C)C)[C:16]1[CH:21]=[CH:20][CH:19]=[CH:18][CH:17]=1. (5) Given the product [F:23][C:20]1[CH:21]=[CH:22][C:17]([NH:16][C:15]2[C:10]3[CH2:9][NH:8][CH2:25][CH2:24][C:11]=3[N:12]=[CH:13][N:14]=2)=[CH:18][CH:19]=1, predict the reactants needed to synthesize it. The reactants are: C([N:8]1[CH2:25][CH2:24][C:11]2[N:12]=[CH:13][N:14]=[C:15]([NH:16][C:17]3[CH:22]=[CH:21][C:20]([F:23])=[CH:19][CH:18]=3)[C:10]=2[CH2:9]1)C1C=CC=CC=1. (6) Given the product [CH:1]1([C:7]2[C:8]3[CH:9]=[CH:10][C:11]([C:31]([O:33][C:34]([CH3:37])([CH3:36])[CH3:35])=[O:32])=[CH:12][C:13]=3[N:14]3[CH2:20][C:19]([C:21]([O:23][CH3:24])=[O:22])=[C:18]([CH3:25])[C:17]4[CH:26]=[C:27]([O:40][CH3:38])[CH:28]=[CH:29][C:16]=4[C:15]=23)[CH2:6][CH2:5][CH2:4][CH2:3][CH2:2]1, predict the reactants needed to synthesize it. The reactants are: [CH:1]1([C:7]2[C:8]3[CH:9]=[CH:10][C:11]([C:31]([O:33][C:34]([CH3:37])([CH3:36])[CH3:35])=[O:32])=[CH:12][C:13]=3[N:14]3[CH2:20][C:19]([C:21]([O:23][CH3:24])=[O:22])=[C:18]([CH3:25])[C:17]4[CH:26]=[C:27](F)[CH:28]=[CH:29][C:16]=4[C:15]=23)[CH2:6][CH2:5][CH2:4][CH2:3][CH2:2]1.[C:38](C1C=C(OC)C=CC=1C1NC2C(C=1C1CCCCC1)=CC=C(C(OC(C)(C)C)=O)C=2)(=[O:40])C. (7) Given the product [Cl:1][C:2]1[C:11]([CH:12]=[N:22][S:20]([C:17]([CH3:19])([CH3:18])[CH3:16])=[O:21])=[CH:10][C:9]2[C:4](=[CH:5][C:6]([F:15])=[C:7]([Cl:14])[CH:8]=2)[N:3]=1, predict the reactants needed to synthesize it. The reactants are: [Cl:1][C:2]1[C:11]([CH:12]=O)=[CH:10][C:9]2[C:4](=[CH:5][C:6]([F:15])=[C:7]([Cl:14])[CH:8]=2)[N:3]=1.[CH3:16][C:17]([S:20]([NH2:22])=[O:21])([CH3:19])[CH3:18]. (8) Given the product [O:8]=[C:6]1[N:5]([C:9]2[CH:10]=[CH:11][C:12]3[CH2:18][CH2:17][C:16](=[O:19])[CH2:15][CH2:14][C:13]=3[CH:20]=2)[CH2:4][CH:3]([CH2:2][NH:1][C:21](=[O:23])[CH3:22])[O:7]1, predict the reactants needed to synthesize it. The reactants are: [NH2:1][CH2:2][CH:3]1[O:7][C:6](=[O:8])[N:5]([C:9]2[CH:10]=[CH:11][C:12]3[CH2:18][CH2:17][C:16](=[O:19])[CH2:15][CH2:14][C:13]=3[CH:20]=2)[CH2:4]1.[C:21](OC(=O)C)(=[O:23])[CH3:22].